From a dataset of Full USPTO retrosynthesis dataset with 1.9M reactions from patents (1976-2016). Predict the reactants needed to synthesize the given product. Given the product [CH3:15][C:16]1[N:17]=[CH:18][C:19]2[C:24]([CH:25]=1)=[CH:23][CH:22]=[CH:21][C:20]=2[NH:26][C:37]([NH:36][CH2:35][C:34]1[CH:33]=[CH:32][C:31]([C:30]([F:29])([F:42])[F:41])=[CH:40][CH:39]=1)=[O:38], predict the reactants needed to synthesize it. The reactants are: CC1N=CC2C(C=1)=C([N+]([O-])=O)C=CC=2.[CH3:15][C:16]1[N:17]=[CH:18][C:19]2[C:24]([CH:25]=1)=[CH:23][CH:22]=[CH:21][C:20]=2[N+:26]([O-])=O.[F:29][C:30]([F:42])([F:41])[C:31]1[CH:40]=[CH:39][C:34]([CH2:35][N:36]=[C:37]=[O:38])=[CH:33][CH:32]=1.